Dataset: CYP2D6 inhibition data for predicting drug metabolism from PubChem BioAssay. Task: Regression/Classification. Given a drug SMILES string, predict its absorption, distribution, metabolism, or excretion properties. Task type varies by dataset: regression for continuous measurements (e.g., permeability, clearance, half-life) or binary classification for categorical outcomes (e.g., BBB penetration, CYP inhibition). Dataset: cyp2d6_veith. (1) The drug is Cc1cc(C)c(S(=O)(=O)N2CCCCC2)c(C)c1N(C)S(=O)(=O)c1ccccc1. The result is 0 (non-inhibitor). (2) The drug is CC(C)CC(=O)N1CCC(N2CCN(c3ccccc3)CC2)CC1. The result is 0 (non-inhibitor). (3) The drug is CC[N@+]1(C)CCC[C@@H](OC(=O)C(O)(c2ccccc2)c2ccccc2)C1. The result is 1 (inhibitor). (4) The compound is CN1CCN(c2cc(-c3ccccc3Cl)ncn2)CC1. The result is 0 (non-inhibitor). (5) The drug is O=C(Nc1ccnc(-c2cccnc2)n1)c1cccc(Cl)c1Cl. The result is 1 (inhibitor).